This data is from Retrosynthesis with 50K atom-mapped reactions and 10 reaction types from USPTO. The task is: Predict the reactants needed to synthesize the given product. Given the product COCCOc1ccn2c(C(=O)Nc3cccc4c3cnn4CC3CCCNC3)cnc2c1, predict the reactants needed to synthesize it. The reactants are: COCCOc1ccn2c(C(=O)Nc3cccc4c3cnn4CC3CCCN(C(=O)OC(C)(C)C)C3)cnc2c1.